Dataset: Catalyst prediction with 721,799 reactions and 888 catalyst types from USPTO. Task: Predict which catalyst facilitates the given reaction. (1) Product: [CH2:38]1[N:43]([C:2]2[N:11]=[C:10]([C:12]3[C:13](=[O:26])[NH:14][C:15](=[O:25])[C:16]=3[C:17]3[C:18]4[S:24][CH:23]=[CH:22][C:19]=4[NH:20][CH:21]=3)[C:9]3[C:4](=[CH:5][CH:6]=[CH:7][CH:8]=3)[N:3]=2)[CH2:42][CH2:41][N:40]2[CH2:44][CH2:45][CH2:46][C@H:39]12. The catalyst class is: 3. Reactant: Cl[C:2]1[N:11]=[C:10]([C:12]2[C:13](=[O:26])[NH:14][C:15](=[O:25])[C:16]=2[C:17]2[C:18]3[S:24][CH:23]=[CH:22][C:19]=3[NH:20][CH:21]=2)[C:9]2[C:4](=[CH:5][CH:6]=[CH:7][CH:8]=2)[N:3]=1.O[C@H](C1C=CC=CC=1)C(O)=O.[CH2:38]1[NH:43][CH2:42][CH2:41][N:40]2[CH2:44][CH2:45][CH2:46][C@H:39]12.C([O-])(O)=O.[Na+]. (2) Reactant: [Br-].[CH2:2]([O:4][C:5](=[O:10])[CH2:6][CH2:7][CH2:8][Zn+])[CH3:3].Br[C:12]1[CH:17]=[CH:16][CH:15]=[CH:14][N:13]=1.O.Cl. Product: [N:13]1[CH:14]=[CH:15][CH:16]=[CH:17][C:12]=1[CH2:8][CH2:7][CH2:6][C:5]([O:4][CH2:2][CH3:3])=[O:10]. The catalyst class is: 176. (3) Reactant: Cl[CH2:2][CH2:3][O:4][C:5]1[CH:14]=[C:13]2[C:8]([C:9]([O:15][C:16]3[C:17]([C:24]4[CH:29]=[CH:28][CH:27]=[C:26]([CH3:30])[N:25]=4)=[N:18][C:19]([CH3:23])=[C:20]([CH3:22])[CH:21]=3)=[CH:10][CH:11]=[N:12]2)=[CH:7][C:6]=1[O:31][CH3:32].C(=O)([O-])[O-].[K+].[K+].[NH2:39][CH2:40][CH2:41][OH:42]. Product: [CH3:32][O:31][C:6]1[CH:7]=[C:8]2[C:13](=[CH:14][C:5]=1[O:4][CH2:3][CH2:2][NH:39][CH2:40][CH2:41][OH:42])[N:12]=[CH:11][CH:10]=[C:9]2[O:15][C:16]1[C:17]([C:24]2[CH:29]=[CH:28][CH:27]=[C:26]([CH3:30])[N:25]=2)=[N:18][C:19]([CH3:23])=[C:20]([CH3:22])[CH:21]=1. The catalyst class is: 9. (4) Reactant: [CH2:1]([N:3]([CH2:20][CH3:21])[CH2:4][CH2:5][N:6]1[C:15]2[C:10](=[CH:11][C:12]([N+:16]([O-:18])=[O:17])=[CH:13][CH:14]=2)[CH2:9][CH2:8][C:7]1=O)[CH3:2].C1COCC1. Product: [CH2:20]([N:3]([CH2:1][CH3:2])[CH2:4][CH2:5][N:6]1[C:15]2[C:10](=[CH:11][C:12]([N+:16]([O-:18])=[O:17])=[CH:13][CH:14]=2)[CH2:9][CH2:8][CH2:7]1)[CH3:21]. The catalyst class is: 5. (5) Reactant: [CH3:1][C:2]1[CH:16]=[C:5]2[C:6]3[CH:12]([CH2:13][CH2:14][NH2:15])[CH2:11][CH2:10][C:7]=3[CH:8]=[CH:9][N:4]2[N:3]=1.C(N(CC)CC)C.[C:24](O[C:24](=[O:27])[CH2:25][CH3:26])(=[O:27])[CH2:25][CH3:26]. Product: [CH3:1][C:2]1[CH:16]=[C:5]2[C:6]3[CH:12]([CH2:13][CH2:14][NH:15][C:24](=[O:27])[CH2:25][CH3:26])[CH2:11][CH2:10][C:7]=3[CH:8]=[CH:9][N:4]2[N:3]=1. The catalyst class is: 685. (6) Reactant: [F:1][C:2]1[CH:3]=[CH:4][C:5]2[NH:10][CH2:9][CH2:8][O:7][C:6]=2[CH:11]=1.[Br:12][CH2:13][CH2:14][CH2:15]Br.C(=O)([O-])[O-].[Na+].[Na+]. Product: [F:1][C:2]1[CH:3]=[CH:4][C:5]2[N:10]([CH2:15][CH2:14][CH2:13][Br:12])[CH2:9][CH2:8][O:7][C:6]=2[CH:11]=1. The catalyst class is: 39. (7) Reactant: [NH:1]1[CH:5]=[CH:4][CH:3]=[C:2]1[C:6]([OH:8])=[O:7].C(=O)([O-])[O-].[Cs+].[Cs+].[CH2:15](Br)[CH:16]=[CH2:17].[Cl-].[NH4+]. Product: [CH2:17]([O:7][C:6]([C:2]1[NH:1][CH:5]=[CH:4][CH:3]=1)=[O:8])[CH:16]=[CH2:15]. The catalyst class is: 483. (8) Reactant: [Cl:1][C:2]1[CH:23]=[C:22]([C:24]([NH:26][CH2:27][C:28]2[CH:36]=[CH:35][CH:34]=[C:33]3[C:29]=2[CH:30]=[N:31][N:32]3C2CCCCO2)=[O:25])[CH:21]=[CH:20][C:3]=1[C:4]([NH:6][C@H:7]([C:17]([OH:19])=[O:18])[CH2:8][NH:9][C:10]([C:12]1[S:13][CH:14]=[CH:15][CH:16]=1)=[O:11])=[O:5].[CH3:43]O. Product: [Cl:1][C:2]1[CH:23]=[C:22]([C:24]([NH:26][CH2:27][C:28]2[CH:36]=[CH:35][CH:34]=[C:33]3[C:29]=2[CH:30]=[N:31][NH:32]3)=[O:25])[CH:21]=[CH:20][C:3]=1[C:4]([NH:6][C@H:7]([C:17]([OH:19])=[O:18])[CH2:8][NH:9][C:10]([C:12]1[S:13][CH:14]=[CH:15][CH:16]=1)=[O:11])=[O:5].[Cl:1][C:2]1[CH:23]=[C:22]([C:24]([NH:26][CH2:27][C:28]2[CH:36]=[CH:35][CH:34]=[C:33]3[C:29]=2[CH:30]=[N:31][NH:32]3)=[O:25])[CH:21]=[CH:20][C:3]=1[C:4]([NH:6][C@H:7]([C:17]([O:19][CH3:43])=[O:18])[CH2:8][NH:9][C:10]([C:12]1[S:13][CH:14]=[CH:15][CH:16]=1)=[O:11])=[O:5]. The catalyst class is: 33. (9) Reactant: [N:1]1([CH:7]2[CH2:12][CH2:11][N:10]([CH2:13][C:14]3[C:15]([C:31]4[CH:36]=[CH:35][CH:34]=[C:33]([C:37]([F:40])([F:39])[F:38])[CH:32]=4)=[N:16][C:17]4[C:22]([C:23]=3[C:24](O)=[O:25])=[CH:21][C:20]([S:27]([CH3:30])(=[O:29])=[O:28])=[CH:19][CH:18]=4)[CH2:9][CH2:8]2)[CH2:6][CH2:5][CH2:4][CH2:3][CH2:2]1.[F:41][C:42]([F:52])([F:51])[C@@H:43]([C:45]1[CH:50]=[CH:49][CH:48]=[CH:47][CH:46]=1)[NH2:44].C(Cl)CCl.C1C=CC2N(O)N=NC=2C=1.C(N(CC)C(C)C)(C)C. Product: [N:1]1([CH:7]2[CH2:8][CH2:9][N:10]([CH2:13][C:14]3[C:15]([C:31]4[CH:36]=[CH:35][CH:34]=[C:33]([C:37]([F:38])([F:39])[F:40])[CH:32]=4)=[N:16][C:17]4[C:22]([C:23]=3[C:24]([NH:44][C@H:43]([C:45]3[CH:50]=[CH:49][CH:48]=[CH:47][CH:46]=3)[C:42]([F:51])([F:52])[F:41])=[O:25])=[CH:21][C:20]([S:27]([CH3:30])(=[O:28])=[O:29])=[CH:19][CH:18]=4)[CH2:11][CH2:12]2)[CH2:6][CH2:5][CH2:4][CH2:3][CH2:2]1. The catalyst class is: 348.